Dataset: Catalyst prediction with 721,799 reactions and 888 catalyst types from USPTO. Task: Predict which catalyst facilitates the given reaction. (1) Reactant: [CH2:1]([O:4][C:5]1([CH3:34])[CH2:10][CH2:9][N:8]([C:11]2[N:16]3[N:17]=[C:18]([CH2:20]I)[CH:19]=[C:15]3[N:14]=[C:13]([CH3:22])[C:12]=2[C@H:23]([O:29][C:30]([CH3:33])([CH3:32])[CH3:31])[C:24]([O:26][CH2:27][CH3:28])=[O:25])[CH2:7][CH2:6]1)[CH:2]=[CH2:3].[CH2:35]([C:38]1[CH:43]=[C:42]([F:44])[CH:41]=[CH:40][C:39]=1[CH2:45][OH:46])[CH:36]=[CH2:37].[H-].[Na+]. Product: [CH2:35]([C:38]1[CH:43]=[C:42]([F:44])[CH:41]=[CH:40][C:39]=1[CH2:45][O:46][CH2:20][C:18]1[CH:19]=[C:15]2[N:14]=[C:13]([CH3:22])[C:12]([C@H:23]([O:29][C:30]([CH3:33])([CH3:32])[CH3:31])[C:24]([O:26][CH2:27][CH3:28])=[O:25])=[C:11]([N:8]3[CH2:9][CH2:10][C:5]([O:4][CH2:1][CH:2]=[CH2:3])([CH3:34])[CH2:6][CH2:7]3)[N:16]2[N:17]=1)[CH:36]=[CH2:37]. The catalyst class is: 3. (2) Reactant: [CH:1]([N:4]([CH:25]([CH3:27])[CH3:26])[C:5](=[O:24])[CH:6]([C:18]1[CH:19]=[N:20][CH:21]=[CH:22][CH:23]=1)[CH:7]([C:12]1[CH:17]=[CH:16][CH:15]=[CH:14][CH:13]=1)[CH2:8][C:9]([NH2:11])=O)([CH3:3])[CH3:2].O=S(Cl)Cl. Product: [C:9]([CH2:8][CH:7]([C:12]1[CH:17]=[CH:16][CH:15]=[CH:14][CH:13]=1)[CH:6]([C:18]1[CH:19]=[N:20][CH:21]=[CH:22][CH:23]=1)[C:5]([N:4]([CH:25]([CH3:27])[CH3:26])[CH:1]([CH3:3])[CH3:2])=[O:24])#[N:11]. The catalyst class is: 3.